This data is from Reaction yield outcomes from USPTO patents with 853,638 reactions. The task is: Predict the reaction yield, written as a fraction of the theoretical maximum amount of product (1.0 means a 100% yield; for example, 0.34 means a 34% yield). The reactants are C([O:5][C:6]([CH:8]1[CH:12]([C:13]2[CH:18]=[CH:17][CH:16]=[C:15]([Cl:19])[C:14]=2[F:20])[C:11]([C:23]2[CH:28]=[CH:27][C:26]([Cl:29])=[CH:25][C:24]=2[F:30])([C:21]#[N:22])[CH:10]([CH2:31][C:32]([CH3:47])([CH3:46])[CH2:33][CH2:34][O:35][CH2:36][CH2:37][O:38][Si](C(C)(C)C)(C)C)[NH:9]1)=[O:7])(C)(C)C.[F:48][C:49]([F:54])([F:53])[C:50]([OH:52])=[O:51]. The catalyst is ClCCl. The product is [F:48][C:49]([F:54])([F:53])[C:50]([OH:52])=[O:51].[Cl:19][C:15]1[C:14]([F:20])=[C:13]([CH:12]2[C:11]([C:23]3[CH:28]=[CH:27][C:26]([Cl:29])=[CH:25][C:24]=3[F:30])([C:21]#[N:22])[CH:10]([CH2:31][C:32]([CH3:47])([CH3:46])[CH2:33][CH2:34][O:35][CH2:36][CH2:37][O:38][C:50](=[O:51])[C:49]([F:54])([F:53])[F:48])[NH:9][CH:8]2[C:6]([OH:5])=[O:7])[CH:18]=[CH:17][CH:16]=1. The yield is 0.970.